From a dataset of Catalyst prediction with 721,799 reactions and 888 catalyst types from USPTO. Predict which catalyst facilitates the given reaction. (1) Reactant: [F:1][C:2]1[CH:7]=[CH:6][CH:5]=[CH:4][C:3]=1[CH:8]([NH:12][C:13]([NH:15][C:16]1[CH:21]=[CH:20][C:19]([Cl:22])=[CH:18][CH:17]=1)=[O:14])[C:9]([OH:11])=O.[CH3:23][N:24]([CH2:26][C:27]1[CH:32]=[CH:31][CH:30]=[CH:29][C:28]=1[C:33]1[CH:38]=[CH:37][C:36]([NH2:39])=[CH:35][CH:34]=1)[CH3:25].O=P(Cl)(Cl)Cl. Product: [CH3:25][N:24]([CH2:26][C:27]1[CH:32]=[CH:31][CH:30]=[CH:29][C:28]=1[C:33]1[CH:34]=[CH:35][C:36]([NH:39][C:9](=[O:11])[CH:8]([C:3]2[CH:4]=[CH:5][CH:6]=[CH:7][C:2]=2[F:1])[NH:12][C:13]([NH:15][C:16]2[CH:21]=[CH:20][C:19]([Cl:22])=[CH:18][CH:17]=2)=[O:14])=[CH:37][CH:38]=1)[CH3:23]. The catalyst class is: 17. (2) Reactant: [F:1][C:2]([F:16])([F:15])[C:3]1[NH:14][C:6]2=[N:7][CH:8]=[CH:9][C:10](B(O)O)=[C:5]2[CH:4]=1.Br[C:18]1[S:22][C:21]([S:23]([NH:26][CH2:27][C:28]([OH:31])([CH3:30])[CH3:29])(=[O:25])=[O:24])=[CH:20][CH:19]=1.[C:32](=[O:35])(O)[O-:33].[Na+]. Product: [F:1][C:2]([F:16])([F:15])[C:32]([OH:33])=[O:35].[OH:31][C:28]([CH3:30])([CH3:29])[CH2:27][NH:26][S:23]([C:21]1[S:22][C:18]([C:10]2[CH:9]=[CH:8][N:7]=[C:6]3[NH:14][C:3]([C:2]([F:16])([F:15])[F:1])=[CH:4][C:5]=23)=[CH:19][CH:20]=1)(=[O:25])=[O:24]. The catalyst class is: 252. (3) Reactant: O.C(=O)([O-])[O-].[K+].[K+].[C:8]1([C:17]2[CH:22]=[CH:21][CH:20]=[CH:19][CH:18]=2)[CH:13]=[CH:12][C:11](B(O)O)=[CH:10][CH:9]=1.[CH2:23]([O:25][C:26]([C:28]1[N:29]([CH3:38])[C:30]([CH2:36][CH3:37])=[C:31]([C:34]#[N:35])[C:32]=1I)=[O:27])[CH3:24]. Product: [CH2:23]([O:25][C:26]([C:28]1[N:29]([CH3:38])[C:30]([CH2:36][CH3:37])=[C:31]([C:34]#[N:35])[C:32]=1[C:11]1[CH:12]=[CH:13][C:8]([C:17]2[CH:22]=[CH:21][CH:20]=[CH:19][CH:18]=2)=[CH:9][CH:10]=1)=[O:27])[CH3:24]. The catalyst class is: 63.